From a dataset of Forward reaction prediction with 1.9M reactions from USPTO patents (1976-2016). Predict the product of the given reaction. (1) Given the reactants [NH2:1][CH2:2][CH2:3][CH2:4][N:5]1[C:14]2[C:9](=[N:10][CH:11]=[C:12]([CH2:15][C:16]3[CH:21]=[CH:20][C:19]([F:22])=[CH:18][CH:17]=3)[CH:13]=2)[C:8]([OH:23])=[C:7]([C:24]([NH:26][CH2:27][CH2:28][O:29][CH2:30][CH3:31])=[O:25])[C:6]1=[O:32].Cl[C:34]([O:36][CH3:37])=[O:35].C(N(C(C)C)CC)(C)C, predict the reaction product. The product is: [CH2:30]([O:29][CH2:28][CH2:27][NH:26][C:24]([C:7]1[C:6](=[O:32])[N:5]([CH2:4][CH2:3][CH2:2][NH:1][C:34](=[O:35])[O:36][CH3:37])[C:14]2[C:9]([C:8]=1[OH:23])=[N:10][CH:11]=[C:12]([CH2:15][C:16]1[CH:17]=[CH:18][C:19]([F:22])=[CH:20][CH:21]=1)[CH:13]=2)=[O:25])[CH3:31]. (2) The product is: [NH2:7][C:8]1[S:9][C:10]([C:34]2[CH:39]=[CH:38][CH:37]=[CH:36][N:35]=2)=[CH:11][C:12]=1[C:13]([N:15]1[CH2:20][CH2:19][CH:18]([N:21]2[CH2:33][CH2:32][CH2:31][C:23]3([C:27](=[O:28])[N:26]([CH3:29])[C:25](=[O:30])[CH2:24]3)[CH2:22]2)[CH2:17][CH2:16]1)=[O:14]. Given the reactants C(OC(=O)[NH:7][C:8]1[S:9][C:10]([C:34]2[CH:39]=[CH:38][CH:37]=[CH:36][N:35]=2)=[CH:11][C:12]=1[C:13]([N:15]1[CH2:20][CH2:19][CH:18]([N:21]2[CH2:33][CH2:32][CH2:31][C:23]3([C:27](=[O:28])[N:26]([CH3:29])[C:25](=[O:30])[CH2:24]3)[CH2:22]2)[CH2:17][CH2:16]1)=[O:14])(C)(C)C.C(=O)([O-])[O-].[K+].[K+], predict the reaction product. (3) Given the reactants [C:1]([C:3]1[CH:19]=[CH:18][C:6]([CH2:7][N:8]2[CH:13]=[CH:12][C:11](=[O:14])[C:10]([C:15]([OH:17])=[O:16])=[CH:9]2)=[CH:5][CH:4]=1)#[N:2].[Br:20]Br, predict the reaction product. The product is: [Br:20][C:12]1[C:11](=[O:14])[C:10]([C:15]([OH:17])=[O:16])=[CH:9][N:8]([CH2:7][C:6]2[CH:5]=[CH:4][C:3]([C:1]#[N:2])=[CH:19][CH:18]=2)[CH:13]=1. (4) Given the reactants [C:1](=[O:22])([O:12]C1C=CC([N+]([O-])=O)=CC=1)[O:2][CH2:3][CH2:4][N:5]1[CH2:10][CH2:9][N:8]([CH3:11])[CH2:7][CH2:6]1.CCN(C(C)C)C(C)C.[C:32]1([N:38]2[CH2:43][CH2:42][NH:41][CH2:40][CH2:39]2)[CH:37]=[CH:36][CH:35]=[CH:34][CH:33]=1, predict the reaction product. The product is: [CH:1]([OH:12])=[O:2].[C:32]1([N:38]2[CH2:43][CH2:42][N:41]([C:1]([O:2][CH2:3][CH2:4][N:5]3[CH2:6][CH2:7][N:8]([CH3:11])[CH2:9][CH2:10]3)=[O:22])[CH2:40][CH2:39]2)[CH:37]=[CH:36][CH:35]=[CH:34][CH:33]=1. (5) Given the reactants Br[C:2]1[CH:3]=[C:4]([C:8]2[CH:13]=[CH:12][C:11](C)=[CH:10][N:9]=2)[CH:5]=[CH:6][CH:7]=1.[CH2:15]([C:18]1[CH:23]=[CH:22][C:21](B(O)O)=[CH:20][CH:19]=1)[CH2:16][CH3:17], predict the reaction product. The product is: [CH2:15]([C:18]1[CH:23]=[CH:22][C:21]([C:2]2[CH:7]=[CH:6][CH:5]=[C:4]([C:8]3[CH:13]=[CH:12][CH:11]=[CH:10][N:9]=3)[CH:3]=2)=[CH:20][CH:19]=1)[CH2:16][CH3:17]. (6) Given the reactants [Cl:1][C:2]1[CH:7]=[C:6]([CH:8]=[CH2:9])[N:5]=[C:4]([CH3:10])[N:3]=1.[N+](=[CH:13][C:14]([O:16][CH2:17][CH3:18])=[O:15])=[N-], predict the reaction product. The product is: [Cl:1][C:2]1[N:3]=[C:4]([CH3:10])[N:5]=[C:6]([CH:8]2[CH2:9][CH:13]2[C:14]([O:16][CH2:17][CH3:18])=[O:15])[CH:7]=1.